This data is from Retrosynthesis with 50K atom-mapped reactions and 10 reaction types from USPTO. The task is: Predict the reactants needed to synthesize the given product. (1) Given the product Cc1ccc(NC(=O)Oc2ccc([N+](=O)[O-])cc2)cc1C1CCN(Cc2ccc(Oc3cc(F)c(F)cc3F)cc2)CC1, predict the reactants needed to synthesize it. The reactants are: Cc1ccc(N)cc1C1CCN(Cc2ccc(Oc3cc(F)c(F)cc3F)cc2)CC1.O=C(Cl)Oc1ccc([N+](=O)[O-])cc1. (2) Given the product CC(C)N(C(=O)c1cc2c(cc1C(F)(F)F)OC(C)(C)C(=O)N2CCNC(=O)C(F)F)[C@@H]1CC[C@H](CCN(C(=O)Cc2ccc(Cl)cc2)C2CC2)N(C(=O)OC(C)(C)C)C1, predict the reactants needed to synthesize it. The reactants are: CC(C)N(C(=O)c1cc2c(cc1C(F)(F)F)OC(C)(C)C(=O)N2CCNC(=O)C(F)F)[C@@H]1CC[C@H](CCNC2CC2)N(C(=O)OC(C)(C)C)C1.O=C(O)Cc1ccc(Cl)cc1. (3) Given the product COc1ccc(-c2c(-c3nc(CC(=O)NCC4CCOCC4)cs3)cnn2C(C)(C)C)cc1, predict the reactants needed to synthesize it. The reactants are: CC(C)(C)n1ncc(-c2nc(CC(=O)NCC3CCOCC3)cs2)c1Br.COc1ccc(B(O)O)cc1. (4) Given the product O=C(c1c[nH]c2cc(Cl)ccc12)N1CCN(c2ccccc2F)CC1, predict the reactants needed to synthesize it. The reactants are: Fc1ccccc1N1CCNCC1.O=C(O)c1c[nH]c2cc(Cl)ccc12. (5) Given the product CNc1nc(-c2cccnc2)nc2cc(F)c(-c3cccc(F)c3)cc12, predict the reactants needed to synthesize it. The reactants are: CNc1nc(-c2cccnc2)nc2cc(F)c(Br)cc12.OB(O)c1cccc(F)c1. (6) Given the product CCN1CCC(Oc2ccc([N+](=O)[O-])cc2)(c2ccccc2)CC1, predict the reactants needed to synthesize it. The reactants are: CCI.O=[N+]([O-])c1ccc(OC2(c3ccccc3)CCNCC2)cc1. (7) The reactants are: COC(=O)c1cc(Cn2ccnn2)ccc1OC. Given the product COc1ccc(Cn2ccnn2)cc1C(=O)O, predict the reactants needed to synthesize it. (8) Given the product CNC1CN(c2c(F)cc3c(=O)c(C(=O)O)cn(-c4nc(N)c(F)cc4C)c3c2Cl)C1, predict the reactants needed to synthesize it. The reactants are: CNC1CNC1.Cc1cc(F)c(N)nc1-n1cc(C(=O)O)c(=O)c2cc(F)c(F)c(Cl)c21.